This data is from Full USPTO retrosynthesis dataset with 1.9M reactions from patents (1976-2016). The task is: Predict the reactants needed to synthesize the given product. (1) The reactants are: C[O:2][C:3](=[O:24])[C:4]1[CH:9]=[CH:8][C:7]([F:10])=[C:6]([NH:11][C:12]([C:14]2[N:18]3[CH:19]=[CH:20][C:21](Br)=[CH:22][C:17]3=[N:16][CH:15]=2)=[O:13])[CH:5]=1.[CH3:25][N:26]1[CH:30]=[CH:29][C:28](B2OC(C)(C)C(C)(C)O2)=[N:27]1.CC(O)=O. Given the product [F:10][C:7]1[CH:8]=[CH:9][C:4]([C:3]([OH:2])=[O:24])=[CH:5][C:6]=1[NH:11][C:12]([C:14]1[N:18]2[CH:19]=[CH:20][C:21]([C:30]3[N:26]([CH3:25])[N:27]=[CH:28][CH:29]=3)=[CH:22][C:17]2=[N:16][CH:15]=1)=[O:13], predict the reactants needed to synthesize it. (2) The reactants are: Cl.[NH2:2][OH:3].[OH-].[Na+].[CH:6](=O)[C:7]1[CH:12]=[CH:11][CH:10]=[CH:9][CH:8]=1.Cl. Given the product [CH:6](=[N:2][OH:3])[C:7]1[CH:12]=[CH:11][CH:10]=[CH:9][CH:8]=1, predict the reactants needed to synthesize it. (3) Given the product [CH3:3][O:4][CH2:5][CH2:21][CH2:20][CH2:8][CH2:7][CH2:6][C@@H:43]1[CH2:42][C@@H:36]2[C@H:35]([CH2:34][CH2:33][C@@:32]3([CH3:31])[C@H:37]2[CH2:38][CH2:39][CH:40]3[OH:41])[C:45]2[CH:46]=[CH:47][C:48]([OH:50])=[CH:49][C:44]1=2, predict the reactants needed to synthesize it. The reactants are: CO[CH2:3][O:4][C:5]1[CH:6]=[CH:7][C:8]2[C@@H]3[C@@H](CC[C:20]=2[CH:21]=1)[C@H]1[C@@](C)([C@@H](OCOC)CC1)CC3.COCCl.[CH3:31][C@@:32]12[C@@H:40]([OH:41])[CH2:39][CH2:38][C@H:37]1[C@@H:36]1[CH2:42][CH2:43][C:44]3[CH:49]=[C:48]([OH:50])[CH:47]=[CH:46][C:45]=3[C@H:35]1[CH2:34][CH2:33]2.C(N(C(C)C)CC)(C)C.